Dataset: Drug-target binding data from BindingDB using IC50 measurements. Task: Regression. Given a target protein amino acid sequence and a drug SMILES string, predict the binding affinity score between them. We predict pIC50 (pIC50 = -log10(IC50 in M); higher means more potent). Dataset: bindingdb_ic50. (1) The drug is CCCC[C@]1(CC)CS(=O)(=O)c2cc(CNC(=O)CNCCP(=O)(O)O)c(OC)cc2[C@@H](c2ccccc2)N1. The target protein (Q12908) has sequence MNDPNSCVDNATVCSGASCVVPESNFNNILSVVLSTVLTILLALVMFSMGCNVEIKKFLGHIKRPWGICVGFLCQFGIMPLTGFILSVAFDILPLQAVVVLIIGCCPGGTASNILAYWVDGDMDLSVSMTTCSTLLALGMMPLCLLIYTKMWVDSGSIVIPYDNIGTSLVSLVVPVSIGMFVNHKWPQKAKIILKIGSIAGAILIVLIAVVGGILYQSAWIIAPKLWIIGTIFPVAGYSLGFLLARIAGLPWYRCRTVAFETGMQNTQLCSTIVQLSFTPEELNVVFTFPLIYSIFQLAFAAIFLGFYVAYKKCHGKNKAEIPESKENGTEPESSFYKANGGFQPDEK. The pIC50 is 5.3. (2) The small molecule is COc1ccc2nc(NC(=O)CCc3nc(-c4ccccc4F)no3)sc2c1. The target protein (Q92560) has sequence MNKGWLELESDPGLFTLLVEDFGVKGVQVEEIYDLQSKCQGPVYGFIFLFKWIEERRSRRKVSTLVDDTSVIDDDIVNNMFFAHQLIPNSCATHALLSVLLNCSSVDLGPTLSRMKDFTKGFSPESKGYAIGNAPELAKAHNSHARPEPRHLPEKQNGLSAVRTMEAFHFVSYVPITGRLFELDGLKVYPIDHGPWGEDEEWTDKARRVIMERIGLATAGEPYHDIRFNLMAVVPDRRIKYEARLHVLKVNRQTVLEALQQLIRVTQPELIQTHKSQESQLPEESKSASNKSPLVLEANRAPAASEGNHTDGAEEAAGSCAQAPSHSPPNKPKLVVKPPGSSLNGVHPNPTPIVQRLPAFLDNHNYAKSPMQEEEDLAAGVGRSRVPVRPPQQYSDDEDDYEDDEEDDVQNTNSALRYKGKGTGKPGALSGSADGQLSVLQPNTINVLAEKLKESQKDLSIPLSIKTSSGAGSPAVAVPTHSQPSPTPSNESTDTASEIG.... The pIC50 is 4.4. (3) The compound is COc1cc(N2CCC(N3CCN(C)CC3)CC2)ccc1Nc1ncc(Cl)c(Nc2ccccc2S(=O)(=O)C(C)C)n1. The target protein (P15127) has sequence MGSGRGCETTAVPLLMAVAVAGGTAGHLYPGEVCPGMDIRNNLTRLHELENCSVIEGHLQILLMFKTRPEDFRDLSFPKLIMITDYLLLFRVYGLESLKDLFPNLTVIRGSRLFFNYALVIFEMVHLKELGLYNLMNITRGSVRIEKNNELCYLATIDWSRILDYVEDNYIVLNKDDNEECGDVCPGTAKGKTNCPATVINGQFVERCWTHSHCQKVCPTICKSHGCTAEGLCCHKECLGNCSEPDDPTKCVACRNFYLDGQCVETCPPPYYHFQDWRCVNFSFCQDLHYKCRNSRKPGCHQYVIHNNKCIPECPSGYTMNSSNLMCTPCLGPCPKVCQILEGEKTIDSVTSAQELRGCTVINGSLIINIRGGNNLAAELEANLGLIEEISGFLKIRRSYALVSLSFFRKLHLIRGETLEIGNYSFYALDNQNLRQLWDWNKHNLTITQGKLFFHYNPKLCLSEIHKMEEVSGTKGRQERNDIALKTNGDQASCENELLK.... The pIC50 is 5.9. (4) The drug is CC(=O)c1ccc(NC(=O)NCCCN2CCC(Cc3ccc(F)cc3)CC2)cc1. The target protein (P51677) has sequence MTTSLDTVETFGTTSYYDDVGLLCEKADTRALMAQFVPPLYSLVFTVGLLGNVVVVMILIKYRRLRIMTNIYLLNLAISDLLFLVTLPFWIHYVRGHNWVFGHGMCKLLSGFYHTGLYSEIFFIILLTIDRYLAIVHAVFALRARTVTFGVITSIVTWGLAVLAALPEFIFYETEELFEETLCSALYPEDTVYSWRHFHTLRMTIFCLVLPLLVMAICYTGIIKTLLRCPSKKKYKAIRLIFVIMAVFFIFWTPYNVAILLSSYQSILFGNDCERSKHLDLVMLVTEVIAYSHCCMNPVIYAFVGERFRKYLRHFFHRHLLMHLGRYIPFLPSEKLERTSSVSPSTAEPELSIVF. The pIC50 is 6.7.